This data is from NCI-60 drug combinations with 297,098 pairs across 59 cell lines. The task is: Regression. Given two drug SMILES strings and cell line genomic features, predict the synergy score measuring deviation from expected non-interaction effect. Drug 1: CCCCCOC(=O)NC1=NC(=O)N(C=C1F)C2C(C(C(O2)C)O)O. Drug 2: CN(CCCl)CCCl.Cl. Cell line: SK-MEL-28. Synergy scores: CSS=9.04, Synergy_ZIP=-0.564, Synergy_Bliss=-3.15, Synergy_Loewe=-4.47, Synergy_HSA=-2.42.